This data is from Full USPTO retrosynthesis dataset with 1.9M reactions from patents (1976-2016). The task is: Predict the reactants needed to synthesize the given product. (1) Given the product [ClH:52].[F:1][C:2]1[CH:3]=[C:4]([C@H:9]([N:15]2[C:23]3[C:18](=[CH:19][CH:20]=[CH:21][CH:22]=3)[C:17]([CH3:24])([CH3:25])[C:16]2=[O:26])[C@H:10]([OH:14])[CH2:11][NH:12][CH3:13])[CH:5]=[C:6]([F:8])[CH:7]=1, predict the reactants needed to synthesize it. The reactants are: [F:1][C:2]1[CH:3]=[C:4]([C@H:9]([N:15]2[C:23]3[C:18](=[CH:19][CH:20]=[CH:21][CH:22]=3)[C:17]([CH3:25])([CH3:24])[C:16]2=[O:26])[C@H:10]([OH:14])[CH2:11][NH:12][CH3:13])[CH:5]=[C:6]([F:8])[CH:7]=1.FC1C=C([C@H](N2C3C(=CC=CC=3)C(C)(C)C2=O)[C@H](O)CO)C=C(F)C=1.[ClH:52]. (2) Given the product [ClH:33].[CH2:1]([O:3][C:4]([CH:6]1[CH2:7][CH2:8][N:9]([C:12]2[N:21]=[C:20]([NH:13][CH2:14][C:19]3[CH:18]=[CH:17][C:34]4[O:36][CH2:38][O:40][C:35]=4[CH:20]=3)[C:19]3[C:14](=[CH:15][CH:16]=[C:17]([Cl:33])[CH:18]=3)[N:13]=2)[CH2:10][CH2:11]1)=[O:5])[CH3:2], predict the reactants needed to synthesize it. The reactants are: [CH2:1]([O:3][C:4]([CH:6]1[CH2:11][CH2:10][N:9]([C:12]2[N:21]=[C:20](CC3C=CC4OCOC=4C=3)[C:19]3[C:14](=[CH:15][CH:16]=[C:17]([Cl:33])[C:18]=3N)[N:13]=2)[CH2:8][CH2:7]1)=[O:5])[CH3:2].[CH2:34]([OH:36])[CH3:35].Cl.[CH2:38]([OH:40])C.